From a dataset of Full USPTO retrosynthesis dataset with 1.9M reactions from patents (1976-2016). Predict the reactants needed to synthesize the given product. (1) Given the product [C:14]1([S:20]([N:8]2[C:5]3=[N:6][CH:7]=[C:2]([I:1])[CH:3]=[C:4]3[CH:10]=[CH:9]2)(=[O:22])=[O:21])[CH:19]=[CH:18][CH:17]=[CH:16][CH:15]=1, predict the reactants needed to synthesize it. The reactants are: [I:1][C:2]1[CH:3]=[C:4]2[CH:10]=[CH:9][NH:8][C:5]2=[N:6][CH:7]=1.[OH-].[Na+].O.[C:14]1([S:20](Cl)(=[O:22])=[O:21])[CH:19]=[CH:18][CH:17]=[CH:16][CH:15]=1. (2) Given the product [S:18]1[C:19]2[CH:25]=[CH:24][CH:23]=[CH:22][C:20]=2[N:21]=[C:17]1[S:16][CH2:3][C@H:2]([OH:1])[CH2:4][N:5]1[C:9](=[O:10])[C:8]2=[CH:11][CH:12]=[CH:13][CH:14]=[C:7]2[C:6]1=[O:15], predict the reactants needed to synthesize it. The reactants are: [O:1]1[CH2:3][C@H:2]1[CH2:4][N:5]1[C:9](=[O:10])[C:8]2=[CH:11][CH:12]=[CH:13][CH:14]=[C:7]2[C:6]1=[O:15].[SH:16][C:17]1[S:18][C:19]2[CH:25]=[CH:24][CH:23]=[CH:22][C:20]=2[N:21]=1. (3) Given the product [Br:12][C:5]1[CH:4]=[CH:3][C:2]([F:19])=[C:11]2[C:6]=1[CH:7]=[CH:8][N:9]=[CH:10]2, predict the reactants needed to synthesize it. The reactants are: N[C:2]1[CH:3]=[CH:4][C:5]([Br:12])=[C:6]2[C:11]=1[CH:10]=[N:9][CH:8]=[CH:7]2.N([O-])=O.[Na+].[H+].[B-](F)(F)(F)[F:19]. (4) Given the product [CH3:14][C:15]([CH3:28])([CH3:27])[C:16]([O:18][CH2:19][N:20]1[CH:24]=[CH:23][N:22]=[C:21]1[C@H:25]1[C@H:57]2[CH2:56][CH2:55][N:54]([C:59]([O:61][C:62]([CH3:65])([CH3:64])[CH3:63])=[O:60])[C@H:58]2[C:3]2[CH:4]=[CH:5][CH:6]=[CH:7][C:2]=2[NH:1]1)=[O:17], predict the reactants needed to synthesize it. The reactants are: [NH2:1][C:2]1[CH:7]=[CH:6][CH:5]=[CH:4][CH:3]=1.S([O-])([O-])(=O)=O.[Mg+2].[CH3:14][C:15]([CH3:28])([CH3:27])[C:16]([O:18][CH2:19][N:20]1[CH:24]=[CH:23][N:22]=[C:21]1[CH:25]=O)=[O:17].FC(F)(F)S([O-])(=O)=O.FC(F)(F)S([O-])(=O)=O.FC(F)(F)S([O-])(=O)=O.[Dy+3].[N:54]1([C:59]([O:61][C:62]([CH3:65])([CH3:64])[CH3:63])=[O:60])[CH:58]=[CH:57][CH2:56][CH2:55]1.